Dataset: TCR-epitope binding with 47,182 pairs between 192 epitopes and 23,139 TCRs. Task: Binary Classification. Given a T-cell receptor sequence (or CDR3 region) and an epitope sequence, predict whether binding occurs between them. (1) The epitope is GILGFVFTL. The TCR CDR3 sequence is CASSQTSSSGGLNEQFF. Result: 0 (the TCR does not bind to the epitope). (2) The epitope is RTLNAWVKV. The TCR CDR3 sequence is CASSVGTGELFF. Result: 1 (the TCR binds to the epitope). (3) The epitope is KAYNVTQAF. The TCR CDR3 sequence is CASSAGTGEAHEQYF. Result: 1 (the TCR binds to the epitope). (4) The epitope is MPASWVMRI. The TCR CDR3 sequence is CASSLGLAGSDEQFF. Result: 1 (the TCR binds to the epitope). (5) The epitope is FTISVTTEIL. The TCR CDR3 sequence is CASSQDATTNYGYTF. Result: 1 (the TCR binds to the epitope). (6) The epitope is TSNQVAVLY. The TCR CDR3 sequence is CASSKEPTRERPGELFF. Result: 0 (the TCR does not bind to the epitope).